The task is: Predict the reaction yield, written as a fraction of the theoretical maximum amount of product (1.0 means a 100% yield; for example, 0.34 means a 34% yield).. This data is from Reaction yield outcomes from USPTO patents with 853,638 reactions. (1) The reactants are Br[C:2]1[CH:3]=[C:4]2[C:10]([C:11]3[C:12]([CH3:25])=[N:13][N:14]([CH2:17][C:18]4[CH:23]=[CH:22][CH:21]=[C:20]([F:24])[CH:19]=4)[C:15]=3[CH3:16])=[CH:9][N:8]([S:26]([C:29]3[CH:35]=[CH:34][C:32]([CH3:33])=[CH:31][CH:30]=3)(=[O:28])=[O:27])[C:5]2=[N:6][CH:7]=1.[O:36]1[CH2:41][CH2:40][N:39]([C:42]2[CH:47]=[CH:46][C:45](B3OC(C)(C)C(C)(C)O3)=[CH:44][C:43]=2[NH:57][S:58]([CH3:61])(=[O:60])=[O:59])[CH2:38][CH2:37]1.C(=O)([O-])[O-].[Na+].[Na+]. The catalyst is C1(C)C=CC=CC=1.C(O)C.O. The product is [F:24][C:20]1[CH:19]=[C:18]([CH:23]=[CH:22][CH:21]=1)[CH2:17][N:14]1[C:15]([CH3:16])=[C:11]([C:10]2[C:4]3[C:5](=[N:6][CH:7]=[C:2]([C:45]4[CH:46]=[CH:47][C:42]([N:39]5[CH2:38][CH2:37][O:36][CH2:41][CH2:40]5)=[C:43]([NH:57][S:58]([CH3:61])(=[O:59])=[O:60])[CH:44]=4)[CH:3]=3)[N:8]([S:26]([C:29]3[CH:30]=[CH:31][C:32]([CH3:33])=[CH:34][CH:35]=3)(=[O:28])=[O:27])[CH:9]=2)[C:12]([CH3:25])=[N:13]1. The yield is 0.456. (2) The reactants are [CH3:1][O:2][C:3]1[CH:12]=[C:7]([C:8](OC)=[O:9])[C:6]([NH2:13])=[CH:5][C:4]=1[O:14][CH2:15][CH2:16][CH2:17][Cl:18].C([O-])([O-])OC.C([O-])(=O)C.[NH4+:28].[CH3:29]O. The catalyst is O. The product is [CH3:1][O:2][C:3]1[CH:12]=[C:7]2[C:6](=[CH:5][C:4]=1[O:14][CH2:15][CH2:16][CH2:17][Cl:18])[N:13]=[CH:29][NH:28][C:8]2=[O:9]. The yield is 0.940.